Dataset: Forward reaction prediction with 1.9M reactions from USPTO patents (1976-2016). Task: Predict the product of the given reaction. (1) The product is: [CH2:7]=[CH:6][C:5]1[CH:8]=[CH:9][CH:2]=[CH:3][CH:4]=1.[CH3:1][C:2]1[CH:9]=[CH:8][C:5]([CH:6]=[CH2:7])=[CH:4][CH:3]=1. Given the reactants [CH3:1][C:2]1[CH:9]=[CH:8][C:5]([CH:6]=[CH2:7])=[CH:4][CH:3]=1.C([Al](CC(C)C)CC(C)C)C(C)C.C1(C)C=CC=CC=1.Cl(O)(=O)=O.C(O)C, predict the reaction product. (2) Given the reactants [CH3:1][O:2][C:3]1[CH:8]=[C:7]([O:9][CH3:10])[CH:6]=[CH:5][C:4]=1[CH2:11][NH:12][C:13]1[N:14]=[N:15][CH:16]=[CH:17][CH:18]=1.[F:19][C:20]1[CH:25]=[C:24]([F:26])[C:23]([Cl:27])=[CH:22][C:21]=1[S:28](Cl)(=[O:30])=[O:29], predict the reaction product. The product is: [Cl:27][C:23]1[C:24]([F:26])=[CH:25][C:20]([F:19])=[C:21]([S:28]([N:12]([CH2:11][C:4]2[CH:5]=[CH:6][C:7]([O:9][CH3:10])=[CH:8][C:3]=2[O:2][CH3:1])[C:13]2[N:14]=[N:15][CH:16]=[CH:17][CH:18]=2)(=[O:30])=[O:29])[CH:22]=1. (3) Given the reactants [Br:1][C:2]1[CH:3]=[C:4]2[C:9](=[CH:10][CH:11]=1)[N:8]=[CH:7][C:6]([N+:12]([O-:14])=[O:13])=[C:5]2Cl.[CH3:16][C:17]1[C:21]([NH2:22])=[C:20]([CH3:23])[O:19][N:18]=1, predict the reaction product. The product is: [Br:1][C:2]1[CH:3]=[C:4]2[C:9](=[CH:10][CH:11]=1)[N:8]=[CH:7][C:6]([N+:12]([O-:14])=[O:13])=[C:5]2[NH:22][C:21]1[C:17]([CH3:16])=[N:18][O:19][C:20]=1[CH3:23]. (4) Given the reactants [S:1]1[C:5]2[CH:6]=[CH:7][CH:8]=[CH:9][C:4]=2[N:3]=[C:2]1[C:10]1[CH:11]=[CH:12][C:13]([Cl:17])=[C:14]([NH2:16])[CH:15]=1.CS[C:20]1[S:21]/[C:22](=[CH:26]\[C:27]2[CH:28]=[C:29]3[C:34](=[CH:35][CH:36]=2)[N:33]=[CH:32][CH:31]=[CH:30]3)/[C:23](=[O:25])[N:24]=1.C(O)C, predict the reaction product. The product is: [S:1]1[C:5]2[CH:6]=[CH:7][CH:8]=[CH:9][C:4]=2[N:3]=[C:2]1[C:10]1[CH:11]=[CH:12][C:13]([Cl:17])=[C:14]([NH:16][C:20]2[S:21]/[C:22](=[CH:26]\[C:27]3[CH:28]=[C:29]4[C:34](=[CH:35][CH:36]=3)[N:33]=[CH:32][CH:31]=[CH:30]4)/[C:23](=[O:25])[N:24]=2)[CH:15]=1. (5) Given the reactants [CH:1]1[N:2]=[CH:3][N:4]2[CH2:9][CH2:8][NH:7][CH2:6][C:5]=12.CCN(C(C)C)C(C)C.[CH3:19][C:20]([O:23][C:24](O[C:24]([O:23][C:20]([CH3:22])([CH3:21])[CH3:19])=[O:25])=[O:25])([CH3:22])[CH3:21], predict the reaction product. The product is: [CH:1]1[N:2]=[CH:3][N:4]2[CH2:9][CH2:8][N:7]([C:24]([O:23][C:20]([CH3:22])([CH3:21])[CH3:19])=[O:25])[CH2:6][C:5]=12. (6) Given the reactants Br[C:2]1[N:6]([CH:7]([CH3:9])[CH3:8])[C:5]2[CH:10]([C:25]3[CH:30]=[CH:29][C:28]([Cl:31])=[CH:27][CH:26]=3)[N:11]([C:14]3[CH:15]=[C:16]([CH3:24])[C:17]4[O:21][N:20]=[C:19]([CH3:22])[C:18]=4[CH:23]=3)[C:12](=[O:13])[C:4]=2[N:3]=1.[CH3:32][O:33][C:34]1[N:39]=[CH:38][C:37](B(O)O)=[CH:36][CH:35]=1, predict the reaction product. The product is: [Cl:31][C:28]1[CH:29]=[CH:30][C:25]([CH:10]2[C:5]3[N:6]([CH:7]([CH3:9])[CH3:8])[C:2]([C:37]4[CH:38]=[N:39][C:34]([O:33][CH3:32])=[CH:35][CH:36]=4)=[N:3][C:4]=3[C:12](=[O:13])[N:11]2[C:14]2[CH:15]=[C:16]([CH3:24])[C:17]3[O:21][N:20]=[C:19]([CH3:22])[C:18]=3[CH:23]=2)=[CH:26][CH:27]=1. (7) Given the reactants Cl.[N:2]([CH2:5][C:6]([N:8]1[CH:13]([CH3:14])[CH2:12][N:11]([C:15]2[C:24]([O:25][CH3:26])=[C:23]3[C:18]([C:19](=[O:42])[C:20]([C:30]([NH:32][CH2:33][C:34]4[CH:39]=[CH:38][C:37]([Cl:40])=[CH:36][C:35]=4[Cl:41])=[O:31])=[CH:21][N:22]3[CH:27]3[CH2:29][CH2:28]3)=[CH:17][C:16]=2[F:43])[CH2:10][CH:9]1[CH3:44])=[O:7])=[N+]=[N-].C1(P(C2C=CC=CC=2)C2C=CC=CC=2)C=CC=CC=1, predict the reaction product. The product is: [ClH:40].[CH:27]1([N:22]2[C:23]3[C:18](=[CH:17][C:16]([F:43])=[C:15]([N:11]4[CH2:10][CH:9]([CH3:44])[N:8]([C:6](=[O:7])[CH2:5][NH2:2])[CH:13]([CH3:14])[CH2:12]4)[C:24]=3[O:25][CH3:26])[C:19](=[O:42])[C:20]([C:30]([NH:32][CH2:33][C:34]3[CH:39]=[CH:38][C:37]([Cl:40])=[CH:36][C:35]=3[Cl:41])=[O:31])=[CH:21]2)[CH2:28][CH2:29]1. (8) Given the reactants [CH3:1][CH:2]([CH2:4][CH2:5][CH2:6][C@H:7]([C@@H:9]1[C@:27]2([CH3:28])[C@H:12]([C@H:13]3[C@H:24]([CH2:25][CH2:26]2)[C@:22]2([CH3:23])[C:16]([CH2:17][C@H:18]([CH2:20][CH2:21]2)[OH:19])=[CH:15][CH2:14]3)[CH2:11][CH2:10]1)[CH3:8])[CH3:3].CC(CCC[C@H]([C@@H]1[C@]2(C)[C@H]([C@H]3[C@H](CC2)[C@]2(C)C(C[C@H](CC2)O)=CC3)CC1)C)C.C1C[C@H]2[NH2][Pt:64]3(OC(=O)C(=O)O3)[NH2][C@@H]2CC1, predict the reaction product. The product is: [Pt:64].[CH3:3][CH:2]([CH2:4][CH2:5][CH2:6][C@H:7]([C@@H:9]1[C@:27]2([CH3:28])[C@H:12]([C@H:13]3[C@H:24]([CH2:25][CH2:26]2)[C@:22]2([CH3:23])[C:16]([CH2:17][C@H:18]([CH2:20][CH2:21]2)[OH:19])=[CH:15][CH2:14]3)[CH2:11][CH2:10]1)[CH3:8])[CH3:1]. (9) Given the reactants [C:1]([C:4]1[C:5](=[O:16])[NH:6][C:7]2[C:12]([CH:13]=1)=[CH:11][C:10]([Cl:14])=[C:9]([F:15])[CH:8]=2)(=O)[CH3:2].[CH3:17][C:18]([S@@:21]([NH2:23])=[O:22])([CH3:20])[CH3:19].[BH4-].[Na+], predict the reaction product. The product is: [Cl:14][C:10]1[CH:11]=[C:12]2[C:7](=[CH:8][C:9]=1[F:15])[NH:6][C:5](=[O:16])[C:4]([C@@H:1]([NH:23][S@:21]([C:18]([CH3:20])([CH3:19])[CH3:17])=[O:22])[CH3:2])=[CH:13]2. (10) Given the reactants [F:1][C:2]1[CH:3]=[N:4][CH:5]=[C:6]([CH:11]=1)[C:7](Cl)=[N:8][OH:9].[C:12]([C:14]1[CH:19]=[C:18]([F:20])[CH:17]=[C:16]([F:21])[CH:15]=1)#[CH:13].N, predict the reaction product. The product is: [F:20][C:18]1[CH:19]=[C:14]([C:12]2[O:9][N:8]=[C:7]([C:6]3[CH:5]=[N:4][CH:3]=[C:2]([F:1])[CH:11]=3)[CH:13]=2)[CH:15]=[C:16]([F:21])[CH:17]=1.